Dataset: Merck oncology drug combination screen with 23,052 pairs across 39 cell lines. Task: Regression. Given two drug SMILES strings and cell line genomic features, predict the synergy score measuring deviation from expected non-interaction effect. (1) Drug 1: COc1cc(C2c3cc4c(cc3C(OC3OC5COC(C)OC5C(O)C3O)C3COC(=O)C23)OCO4)cc(OC)c1O. Drug 2: CC1(c2nc3c(C(N)=O)cccc3[nH]2)CCCN1. Cell line: A427. Synergy scores: synergy=-14.0. (2) Drug 1: CC1(c2nc3c(C(N)=O)cccc3[nH]2)CCCN1. Drug 2: CCc1cnn2c(NCc3ccc[n+]([O-])c3)cc(N3CCCCC3CCO)nc12. Cell line: NCIH460. Synergy scores: synergy=5.61. (3) Drug 1: C=CCn1c(=O)c2cnc(Nc3ccc(N4CCN(C)CC4)cc3)nc2n1-c1cccc(C(C)(C)O)n1. Drug 2: CC1(c2nc3c(C(N)=O)cccc3[nH]2)CCCN1. Cell line: A2058. Synergy scores: synergy=10.2. (4) Drug 1: O=S1(=O)NC2(CN1CC(F)(F)F)C1CCC2Cc2cc(C=CCN3CCC(C(F)(F)F)CC3)ccc2C1. Drug 2: CC(=O)OC1C(=O)C2(C)C(O)CC3OCC3(OC(C)=O)C2C(OC(=O)c2ccccc2)C2(O)CC(OC(=O)C(O)C(NC(=O)c3ccccc3)c3ccccc3)C(C)=C1C2(C)C. Cell line: DLD1. Synergy scores: synergy=25.9. (5) Synergy scores: synergy=4.54. Cell line: SW620. Drug 1: CCC1=CC2CN(C1)Cc1c([nH]c3ccccc13)C(C(=O)OC)(c1cc3c(cc1OC)N(C)C1C(O)(C(=O)OC)C(OC(C)=O)C4(CC)C=CCN5CCC31C54)C2. Drug 2: Cn1cc(-c2cnn3c(N)c(Br)c(C4CCCNC4)nc23)cn1.